From a dataset of Full USPTO retrosynthesis dataset with 1.9M reactions from patents (1976-2016). Predict the reactants needed to synthesize the given product. (1) Given the product [Br:1][C:2]1[CH:3]=[CH:4][C:5]([CH2:16][N:18]([CH2:22][CH2:21][SH:20])[CH3:19])=[C:6]([CH:8]([C:10]2[CH:15]=[CH:14][CH:13]=[CH:12][CH:11]=2)[OH:9])[CH:7]=1, predict the reactants needed to synthesize it. The reactants are: [Br:1][C:2]1[CH:3]=[CH:4][C:5]([C:16]([N:18]2[CH2:22][CH2:21][S:20][CH2:19]2)=O)=[C:6]([C:8]([C:10]2[CH:15]=[CH:14][CH:13]=[CH:12][CH:11]=2)=[O:9])[CH:7]=1. (2) Given the product [CH3:16][CH2:15][CH2:14][N:13]([CH2:12][CH2:11][C:7]1[CH:8]=[CH:9][CH:10]=[C:5]2[NH:2][C:21](=[O:23])[CH2:20][C:6]=12)[CH2:17][CH2:18][CH3:19].[ClH:1], predict the reactants needed to synthesize it. The reactants are: [ClH:1].[N+:2]([C:5]1[CH:10]=[CH:9][CH:8]=[C:7]([CH2:11][CH2:12][N:13]([CH2:17][CH2:18][CH3:19])[CH2:14][CH2:15][CH3:16])[C:6]=1[CH2:20][C:21]([OH:23])=O)([O-])=O. (3) Given the product [Br:2][C:3]1[CH:8]=[CH:7][C:6]([N:9]2[C:13]([CH2:14][C@@H:15]3[CH2:19][CH2:18][N:17]([C:31](=[O:34])[CH2:32][CH3:33])[CH2:16]3)=[N:12][NH:11][C:10]2=[O:20])=[C:5]([F:21])[CH:4]=1, predict the reactants needed to synthesize it. The reactants are: Cl.[Br:2][C:3]1[CH:8]=[CH:7][C:6]([N:9]2[C:13]([CH2:14][C@@H:15]3[CH2:19][CH2:18][NH:17][CH2:16]3)=[N:12][NH:11][C:10]2=[O:20])=[C:5]([F:21])[CH:4]=1.C(N(CC)C(C)C)(C)C.[C:31](Cl)(=[O:34])[CH2:32][CH3:33]. (4) Given the product [Cl:37][C:38]1[CH:39]=[C:40]2[C:44](=[CH:45][CH:46]=1)[NH:43][C:42]([CH:47]=[CH:6][CH2:5][CH2:4][CH:3]([CH3:26])[CH3:2])=[CH:41]2, predict the reactants needed to synthesize it. The reactants are: [Br-].[CH3:2][CH:3]([CH3:26])[CH2:4][CH2:5][CH2:6][P+](C1C=CC=CC=1)(C1C=CC=CC=1)C1C=CC=CC=1.[Li+].C[Si]([N-][Si](C)(C)C)(C)C.[Cl:37][C:38]1[CH:39]=[C:40]2[C:44](=[CH:45][CH:46]=1)[NH:43][C:42]([CH:47]=O)=[CH:41]2. (5) The reactants are: [CH3:1][C:2]1[CH:3]=[N:4][C:5]([CH2:11][S+:12]([O-:24])[C:13]2[NH:14][C:15]3[CH:16]=[CH:17][C:18]([O:22][CH3:23])=[CH:19][C:20]=3[N:21]=2)=[C:6]([CH3:10])[C:7]=1[O:8][CH3:9].[OH-].[Ba+2:26].[OH-]. Given the product [CH3:1][C:2]1[CH:3]=[N:4][C:5]([CH2:11][S+:12]([O-:24])[C:13]2[NH:14][C:15]3[CH:16]=[CH:17][C:18]([O:22][CH3:23])=[CH:19][C:20]=3[N:21]=2)=[C:6]([CH3:10])[C:7]=1[O:8][CH3:9].[Ba:26], predict the reactants needed to synthesize it. (6) Given the product [Si:1]([O:8][C@@H:9]1[C@@:28]2([CH3:29])[C:13](=[CH:14][CH:15]=[C:16]3[C@@H:27]2[CH2:26][CH2:25][C@@:24]2([CH3:30])[C@H:17]3[CH2:18][CH:19]=[C:20]2[C:21](=[O:23])[CH3:22])[CH2:12][C@@H:11]([O:31][Si:32]([C:35]([CH3:38])([CH3:37])[CH3:36])([CH3:33])[CH3:34])[CH2:10]1)([C:4]([CH3:7])([CH3:6])[CH3:5])([CH3:3])[CH3:2], predict the reactants needed to synthesize it. The reactants are: [Si:1]([O:8][C@@H:9]1[C@@:28]2([CH3:29])[C:13](=[CH:14][CH:15]=[C:16]3[C@@H:27]2[CH2:26][CH2:25][C@@:24]2([CH3:30])[C@H:17]3[CH2:18][CH:19]=[C:20]2[C@@H:21]([OH:23])[CH3:22])[CH2:12][C@@H:11]([O:31][Si:32]([C:35]([CH3:38])([CH3:37])[CH3:36])([CH3:34])[CH3:33])[CH2:10]1)([C:4]([CH3:7])([CH3:6])[CH3:5])([CH3:3])[CH3:2].C[N+]1([O-])CCOCC1.